This data is from Forward reaction prediction with 1.9M reactions from USPTO patents (1976-2016). The task is: Predict the product of the given reaction. (1) Given the reactants [CH3:1][C:2]1[CH:3]=[CH:4][C:5]([NH:11][C:12](=[O:17])[C:13]([F:16])([F:15])[F:14])=[C:6]([CH:10]=1)[C:7]([OH:9])=[O:8].[C:18](OC(O[C:18]([CH3:21])([CH3:20])[CH3:19])N(C)C)([CH3:21])([CH3:20])[CH3:19], predict the reaction product. The product is: [CH3:1][C:2]1[CH:3]=[CH:4][C:5]([NH:11][C:12](=[O:17])[C:13]([F:14])([F:15])[F:16])=[C:6]([CH:10]=1)[C:7]([O:9][C:18]([CH3:21])([CH3:20])[CH3:19])=[O:8]. (2) The product is: [F:1][C:2]1[CH:3]=[C:4]([N:8]2[CH2:12][C@H:11]([CH2:13][OH:14])[O:10][C:9]2=[O:15])[CH:5]=[CH:6][C:7]=1[I:16]. Given the reactants [F:1][C:2]1[CH:3]=[C:4]([N:8]2[CH2:12][CH:11]([CH2:13][OH:14])[O:10][C:9]2=[O:15])[CH:5]=[CH:6][CH:7]=1.[I:16]N1C(=O)CCC1=O, predict the reaction product.